Dataset: Full USPTO retrosynthesis dataset with 1.9M reactions from patents (1976-2016). Task: Predict the reactants needed to synthesize the given product. The reactants are: C([O-])([O-])=O.[K+].[K+].[SH:7][C:8]1[N:22]=[CH:21][CH:20]=[CH:19][C:9]=1[C:10]([NH:12][CH2:13][C:14]1[S:15][CH:16]=[CH:17][CH:18]=1)=[O:11].I[CH2:24][CH2:25][CH2:26][C:27]1[CH:32]=[CH:31][CH:30]=[CH:29][CH:28]=1. Given the product [C:27]1([CH2:26][CH2:25][CH2:24][S:7][C:8]2[C:9]([C:10]([NH:12][CH2:13][C:14]3[S:15][CH:16]=[CH:17][CH:18]=3)=[O:11])=[CH:19][CH:20]=[CH:21][N:22]=2)[CH:32]=[CH:31][CH:30]=[CH:29][CH:28]=1, predict the reactants needed to synthesize it.